From a dataset of Full USPTO retrosynthesis dataset with 1.9M reactions from patents (1976-2016). Predict the reactants needed to synthesize the given product. (1) The reactants are: [CH:1]([S:4]([C:7]1[CH:8]=[CH:9][C:10]([C:13]([O:15][CH3:16])=[O:14])=[N:11][CH:12]=1)(=[O:6])=[O:5])([CH3:3])[CH3:2].[Br:17]N1C(=O)CCC1=O.C(Cl)(Cl)Cl. Given the product [Br:17][C:12]1[N:11]=[C:10]([C:13]([O:15][CH3:16])=[O:14])[CH:9]=[CH:8][C:7]=1[S:4]([CH:1]([CH3:3])[CH3:2])(=[O:6])=[O:5], predict the reactants needed to synthesize it. (2) Given the product [C:1]([O:5][C:6](=[O:30])[NH:7][C@H:8]([C:22]([N:24]1[CH2:28][CH2:27][C@H:26]([F:29])[CH2:25]1)=[O:23])[C@H:9]([CH:15]1[CH2:16][CH2:17][CH:18]([OH:21])[CH2:19][CH2:20]1)[C:10]([N:12]([CH3:14])[CH3:13])=[O:11])([CH3:4])([CH3:2])[CH3:3], predict the reactants needed to synthesize it. The reactants are: [C:1]([O:5][C:6](=[O:30])[NH:7][C@H:8]([C:22]([N:24]1[CH2:28][CH2:27][C@H:26]([F:29])[CH2:25]1)=[O:23])[C@H:9]([C:15]1[CH:20]=[CH:19][C:18]([OH:21])=[CH:17][CH:16]=1)[C:10]([N:12]([CH3:14])[CH3:13])=[O:11])([CH3:4])([CH3:3])[CH3:2].[H][H]. (3) Given the product [Cl:43][C:33]1[CH:34]=[C:35]([C:36]2[CH:41]=[CH:40][C:39]([O:42][C:2]3[CH:7]=[CH:6][N:5]=[C:4]([C:8]([F:11])([F:10])[F:9])[CH:3]=3)=[CH:38][CH:37]=2)[CH:30]([NH2:29])[NH:31][CH:32]=1, predict the reactants needed to synthesize it. The reactants are: Br[C:2]1[CH:7]=[CH:6][N:5]=[C:4]([C:8]([F:11])([F:10])[F:9])[CH:3]=1.P([O-])([O-])([O-])=O.[K+].[K+].[K+].N1C=CC=CC=1C(O)=O.[NH2:29][C:30]1[C:35]([C:36]2[CH:41]=[CH:40][C:39]([OH:42])=[CH:38][CH:37]=2)=[CH:34][C:33]([Cl:43])=[CH:32][N:31]=1. (4) The reactants are: [CH3:1][N:2]1[CH2:7][CH2:6][N:5]([C:8]2[CH:13]=[CH:12][CH:11]=[CH:10][C:9]=2[CH2:14][NH2:15])[CH2:4][CH2:3]1.[NH2:16][C:17]1[C:18]([CH3:27])=[CH:19][C:20]([F:26])=[C:21]([CH:25]=1)[C:22](O)=[O:23].CCN(C(C)C)C(C)C.CN(C(ON1N=NC2C=CC=NC1=2)=[N+](C)C)C.F[P-](F)(F)(F)(F)F. Given the product [NH2:16][C:17]1[C:18]([CH3:27])=[CH:19][C:20]([F:26])=[C:21]([CH:25]=1)[C:22]([NH:15][CH2:14][C:9]1[CH:10]=[CH:11][CH:12]=[CH:13][C:8]=1[N:5]1[CH2:6][CH2:7][N:2]([CH3:1])[CH2:3][CH2:4]1)=[O:23], predict the reactants needed to synthesize it. (5) Given the product [C:1]([C:3]1[N:7]([CH2:27][CH2:28][CH2:29][C:30]2[CH:35]=[CH:34][CH:33]=[CH:32][CH:31]=2)[C:6]([C:8]2[CH:9]=[CH:10][C:11]([NH:14][S:15]([CH2:18][CH3:19])(=[O:17])=[O:16])=[CH:12][CH:13]=2)=[CH:5][CH:4]=1)#[N:2], predict the reactants needed to synthesize it. The reactants are: [C:1]([C:3]1[NH:7][C:6]([C:8]2[CH:13]=[CH:12][C:11]([NH:14][S:15]([CH2:18][CH3:19])(=[O:17])=[O:16])=[CH:10][CH:9]=2)=[CH:5][CH:4]=1)#[N:2].CC(C)([O-])C.[K+].I[CH2:27][CH2:28][CH2:29][C:30]1[CH:35]=[CH:34][CH:33]=[CH:32][CH:31]=1. (6) Given the product [CH3:8][C@H:9]1[CH2:10][C@H:11]([CH2:14][N:15]2[C:23]3[C:18](=[CH:19][C:20]([C:24]4[CH:25]=[N:26][N:27]([CH:29]5[CH2:34][CH2:33][CH2:32][CH2:31][O:30]5)[CH:28]=4)=[CH:21][CH:22]=3)[CH:17]=[N:16]2)[CH2:12][N:13]1[C:35](=[O:44])[CH2:36][CH2:37][C:38]1[CH:43]=[CH:42][CH:41]=[CH:40][CH:39]=1, predict the reactants needed to synthesize it. The reactants are: C(N(CC)CC)C.[CH3:8][C@@H:9]1[NH:13][CH2:12][C@@H:11]([CH2:14][N:15]2[C:23]3[C:18](=[CH:19][C:20]([C:24]4[CH:25]=[N:26][N:27]([CH:29]5[CH2:34][CH2:33][CH2:32][CH2:31][O:30]5)[CH:28]=4)=[CH:21][CH:22]=3)[CH:17]=[N:16]2)[CH2:10]1.[C:35](Cl)(=[O:44])[CH2:36][CH2:37][C:38]1[CH:43]=[CH:42][CH:41]=[CH:40][CH:39]=1.C(=O)(O)[O-].[Na+]. (7) The reactants are: [CH2:1]([O:3][C:4](=[O:38])[CH:5]=[CH:6][C:7]1[N:8]([C:26]2[CH:31]=[CH:30][C:29]([O:32][CH:33]3[CH2:37][CH2:36][CH2:35][CH2:34]3)=[CH:28][CH:27]=2)[C:9]2[C:14]([CH:15]=1)=[CH:13][C:12]([C:16]1[CH:21]=[CH:20][C:19]([C:22]([CH3:25])([CH3:24])[CH3:23])=[CH:18][CH:17]=1)=[CH:11][CH:10]=2)[CH3:2]. Given the product [CH2:1]([O:3][C:4](=[O:38])[CH2:5][CH2:6][C:7]1[N:8]([C:26]2[CH:31]=[CH:30][C:29]([O:32][CH:33]3[CH2:37][CH2:36][CH2:35][CH2:34]3)=[CH:28][CH:27]=2)[C:9]2[C:14]([CH:15]=1)=[CH:13][C:12]([C:16]1[CH:21]=[CH:20][C:19]([C:22]([CH3:25])([CH3:24])[CH3:23])=[CH:18][CH:17]=1)=[CH:11][CH:10]=2)[CH3:2], predict the reactants needed to synthesize it.